This data is from hERG Central: cardiac toxicity at 1µM, 10µM, and general inhibition. The task is: Predict hERG channel inhibition at various concentrations. (1) The compound is CCc1ccc(OCC(=O)N/N=C\c2ccco2)c([N+](=O)[O-])c1. Results: hERG_inhib (hERG inhibition (general)): blocker. (2) The molecule is CCN(CC)S(=O)(=O)c1ccc(N2CCCC2)c(NC(=O)c2ccccc2OC)c1. Results: hERG_inhib (hERG inhibition (general)): blocker. (3) The molecule is COc1ccc(N(C(C)C(=O)N/N=C/c2ccc(OC(C)C)cc2)S(C)(=O)=O)cc1. Results: hERG_inhib (hERG inhibition (general)): blocker. (4) The molecule is COc1ccc(CCN(C)CCC(=O)Nc2ccc(C)cc2)cc1OC.Cl. Results: hERG_inhib (hERG inhibition (general)): blocker. (5) The drug is CCCCCNc1nc(N2CCCC2)c2c(c1C#N)CCN(C)C2. Results: hERG_inhib (hERG inhibition (general)): blocker. (6) The molecule is CCCCN(C)CCCNC(=O)c1cn(C)c2ccc(S(=O)(=O)N(C)C3CCCCC3)cc2c1=O. Results: hERG_inhib (hERG inhibition (general)): blocker.